Regression. Given a peptide amino acid sequence and an MHC pseudo amino acid sequence, predict their binding affinity value. This is MHC class I binding data. From a dataset of Peptide-MHC class I binding affinity with 185,985 pairs from IEDB/IMGT. (1) The peptide sequence is VTPSGTWLTY. The MHC is HLA-A24:02 with pseudo-sequence HLA-A24:02. The binding affinity (normalized) is 0. (2) The peptide sequence is FLEESHPGI. The MHC is HLA-A02:11 with pseudo-sequence HLA-A02:11. The binding affinity (normalized) is 0.898. (3) The peptide sequence is RVYQILQPIL. The MHC is HLA-B27:05 with pseudo-sequence HLA-B27:05. The binding affinity (normalized) is 0.417. (4) The binding affinity (normalized) is 0.0847. The MHC is HLA-A69:01 with pseudo-sequence HLA-A69:01. The peptide sequence is YLHDPLTPY. (5) The peptide sequence is ALLSDWLPA. The MHC is HLA-A02:01 with pseudo-sequence HLA-A02:01. The binding affinity (normalized) is 0.580. (6) The peptide sequence is QTLQDPRVR. The MHC is HLA-A31:01 with pseudo-sequence HLA-A31:01. The binding affinity (normalized) is 0.174. (7) The peptide sequence is TPRIANRLL. The binding affinity (normalized) is 0.333. The MHC is HLA-A11:01 with pseudo-sequence HLA-A11:01. (8) The peptide sequence is LPLEFWQAW. The MHC is HLA-B15:01 with pseudo-sequence HLA-B15:01. The binding affinity (normalized) is 0.0847. (9) The binding affinity (normalized) is 0.213. The peptide sequence is RLASSLYVY. The MHC is HLA-B08:01 with pseudo-sequence HLA-B08:01.